This data is from Catalyst prediction with 721,799 reactions and 888 catalyst types from USPTO. The task is: Predict which catalyst facilitates the given reaction. (1) Reactant: Cl[C:2]1[N:3]=[C:4]([NH:11][C:12]2[CH:17]=[CH:16][C:15]([O:18][CH3:19])=[C:14]([O:20][CH3:21])[CH:13]=2)[C:5]2[N:10]=[CH:9][S:8][C:6]=2[N:7]=1.[CH3:22][O:23][C:24]1[CH:33]=[C:32]([NH:34][C:35](=[O:51])[C:36]2[CH:41]=[CH:40][CH:39]=[C:38](B3OC(C)(C)C(C)(C)O3)[CH:37]=2)[CH:31]=[CH:30][C:25]=1[C:26]([O:28][CH3:29])=[O:27].C([O-])([O-])=O.[Na+].[Na+]. Product: [CH3:21][O:20][C:14]1[CH:13]=[C:12]([NH:11][C:4]2[C:5]3[N:10]=[CH:9][S:8][C:6]=3[N:7]=[C:2]([C:38]3[CH:37]=[C:36]([CH:41]=[CH:40][CH:39]=3)[C:35]([NH:34][C:32]3[CH:31]=[CH:30][C:25]([C:26]([O:28][CH3:29])=[O:27])=[C:24]([O:23][CH3:22])[CH:33]=3)=[O:51])[N:3]=2)[CH:17]=[CH:16][C:15]=1[O:18][CH3:19]. The catalyst class is: 70. (2) Reactant: [O:1]1[CH2:6][CH2:5][N:4]([C:7](=[O:13])[C:8](OCC)=[O:9])[CH2:3][CH2:2]1.O.[NH2:15][NH2:16]. Product: [O:1]1[CH2:6][CH2:5][N:4]([C:7](=[O:13])[C:8]([NH:15][NH2:16])=[O:9])[CH2:3][CH2:2]1. The catalyst class is: 8. (3) Reactant: [CH3:1][CH:2]([OH:5])[CH:3]=[CH2:4].[Li+].CCC[CH2-].[Br:11][C:12]1[CH:17]=[CH:16][C:15](F)=[C:14]([N+:19]([O-:21])=[O:20])[CH:13]=1.Cl. Product: [Br:11][C:12]1[CH:17]=[CH:16][C:15]([O:5][CH:2]([CH:3]=[CH2:4])[CH3:1])=[C:14]([N+:19]([O-:21])=[O:20])[CH:13]=1. The catalyst class is: 1. (4) Reactant: [N:1]1[CH:6]=[CH:5][CH:4]=[CH:3][C:2]=1[C:7]([OH:9])=O.Cl.[CH3:11][NH:12][O:13][CH3:14].CCN=C=NCCCN(C)C.Cl.O.ON1C2C=CC=CC=2N=N1.C(N(CC)CC)C.C(=O)([O-])O.[Na+]. Product: [CH3:14][O:13][N:12]([CH3:11])[C:7]([C:2]1[CH:3]=[CH:4][CH:5]=[CH:6][N:1]=1)=[O:9]. The catalyst class is: 3. (5) Reactant: [F:1][C:2]([F:18])([C:8]1[CH:13]=[CH:12][CH:11]=[C:10]([O:14]COC)[CH:9]=1)[C:3]([O:5][CH2:6]C)=[O:4].FC(F)(F)C(O)=O. Product: [F:1][C:2]([F:18])([C:8]1[CH:13]=[CH:12][CH:11]=[C:10]([OH:14])[CH:9]=1)[C:3]([O:5][CH3:6])=[O:4]. The catalyst class is: 4. (6) Reactant: [C:1]([O:5][C:6]([NH:8][C@H:9]1[CH2:14][CH2:13][C@H:12]([C:15](O)=[O:16])[CH2:11][CH2:10]1)=[O:7])([CH3:4])([CH3:3])[CH3:2].CO. Product: [OH:16][CH2:15][C@H:12]1[CH2:11][CH2:10][C@H:9]([NH:8][C:6](=[O:7])[O:5][C:1]([CH3:3])([CH3:2])[CH3:4])[CH2:14][CH2:13]1. The catalyst class is: 1. (7) Reactant: [Cl:1][C:2]1[CH:18]=[CH:17][C:5]([C:6]([NH:8][C:9]2[C:14]([F:15])=[CH:13][NH:12][C:11](=[O:16])[N:10]=2)=[O:7])=[CH:4][CH:3]=1.CCN(CC)CC.[Cl:26][C:27]1[CH:32]=[CH:31][C:30]([S:33](Cl)(=[O:35])=[O:34])=[CH:29][CH:28]=1. Product: [Cl:1][C:2]1[CH:18]=[CH:17][C:5]([C:6]([NH:8][C:9]2[C:14]([F:15])=[CH:13][N:12]([S:33]([C:30]3[CH:31]=[CH:32][C:27]([Cl:26])=[CH:28][CH:29]=3)(=[O:35])=[O:34])[C:11](=[O:16])[N:10]=2)=[O:7])=[CH:4][CH:3]=1. The catalyst class is: 2.